Predict the reaction yield, written as a fraction of the theoretical maximum amount of product (1.0 means a 100% yield; for example, 0.34 means a 34% yield). From a dataset of Reaction yield outcomes from USPTO patents with 853,638 reactions. The reactants are [C:1]([C:5]1[CH:6]=[C:7]2[C:12](=[C:13]([F:15])[CH:14]=1)[C:11](=[O:16])[N:10]([C:17]1[N:24]=[CH:23][CH:22]=[C:21](Cl)[C:18]=1[CH:19]=[O:20])C=[CH:8]2)([CH3:4])([CH3:3])[CH3:2].[CH2:26]([C:28]1[O:32][N:31]=[C:30]([NH:33][C:34]2[C:35](=[O:50])[N:36]([CH3:49])[CH:37]=[C:38](B3OC(C)(C)C(C)(C)O3)[CH:39]=2)[CH:29]=1)[CH3:27].[O-]P([O-])([O-])=O.[K+].[K+].[K+].C([O-])(=O)C.[Na+].C(#[N:66])C. The catalyst is O.C1C=CC(P(C2C=CC=CC=2)[C-]2C=CC=C2)=CC=1.C1C=CC(P(C2C=CC=CC=2)[C-]2C=CC=C2)=CC=1.Cl[Pd]Cl.[Fe+2]. The product is [C:1]([C:5]1[CH:6]=[C:7]2[C:12](=[C:13]([F:15])[CH:14]=1)[C:11](=[O:16])[N:10]([C:17]1[N:24]=[CH:23][CH:22]=[C:21]([C:38]3[CH:39]=[C:34]([NH:33][C:30]4[CH:29]=[C:28]([CH2:26][CH3:27])[O:32][N:31]=4)[C:35](=[O:50])[N:36]([CH3:49])[CH:37]=3)[C:18]=1[CH:19]=[O:20])[N:66]=[CH:8]2)([CH3:3])([CH3:4])[CH3:2]. The yield is 0.880.